Dataset: Forward reaction prediction with 1.9M reactions from USPTO patents (1976-2016). Task: Predict the product of the given reaction. (1) Given the reactants O=[C:2]([CH3:6])[CH2:3][C:4]#[N:5].[CH:7]1([NH:10][NH2:11])[CH2:9][CH2:8]1, predict the reaction product. The product is: [CH:7]1([N:10]2[C:4]([NH2:5])=[CH:3][C:2]([CH3:6])=[N:11]2)[CH2:9][CH2:8]1. (2) Given the reactants [C:1]([O:4][C:5]1[CH:13]=[CH:12][C:8]([C:9]([OH:11])=O)=[CH:7][CH:6]=1)(=[O:3])[CH3:2].S(Cl)(Cl)=O.[N:18]1([C:24]([O:26][C:27]([CH3:30])([CH3:29])[CH3:28])=[O:25])[CH2:23][CH2:22][NH:21][CH2:20][CH2:19]1.N1C=CC=CC=1, predict the reaction product. The product is: [C:1]([O:4][C:5]1[CH:6]=[CH:7][C:8]([C:9]([N:21]2[CH2:20][CH2:19][N:18]([C:24]([O:26][C:27]([CH3:30])([CH3:29])[CH3:28])=[O:25])[CH2:23][CH2:22]2)=[O:11])=[CH:12][CH:13]=1)(=[O:3])[CH3:2]. (3) The product is: [C:1]1([S:7]([N:10]2[CH2:14][CH2:13][S:12][CH:11]2[CH2:15][C:16]([OH:18])=[O:17])(=[O:8])=[O:9])[CH:2]=[CH:3][CH:4]=[CH:5][CH:6]=1. Given the reactants [C:1]1([S:7]([N:10]2[CH2:14][CH2:13][S:12][CH:11]2[CH2:15][C:16]([O:18]CC)=[O:17])(=[O:9])=[O:8])[CH:6]=[CH:5][CH:4]=[CH:3][CH:2]=1.Cl, predict the reaction product. (4) Given the reactants [CH3:1][O:2][C:3]([C:5]1[N:6]([CH2:31][CH:32]=C)[CH:7]=[C:8]([C:20](=[O:30])[NH:21][CH2:22][C:23]2[CH:28]=[CH:27][C:26]([F:29])=[CH:25][CH:24]=2)[C:9](=[O:19])[C:10]=1[O:11][CH2:12][C:13]1[CH:18]=[CH:17][CH:16]=[CH:15][CH:14]=1)=[O:4].I([O-])(=O)(=O)=[O:35].[Na+].C(OCC)(=O)C.O, predict the reaction product. The product is: [CH3:1][O:2][C:3]([C:5]1[N:6]([CH2:31][CH:32]=[O:35])[CH:7]=[C:8]([C:20](=[O:30])[NH:21][CH2:22][C:23]2[CH:28]=[CH:27][C:26]([F:29])=[CH:25][CH:24]=2)[C:9](=[O:19])[C:10]=1[O:11][CH2:12][C:13]1[CH:14]=[CH:15][CH:16]=[CH:17][CH:18]=1)=[O:4]. (5) Given the reactants [CH3:1][O:2][C:3]1[CH:20]=[CH:19][C:6]([CH2:7][N:8]2[C:12]3[NH:13][CH2:14][CH2:15][CH2:16][C:17](=[O:18])[C:11]=3[CH:10]=[N:9]2)=[CH:5][CH:4]=1.[C:21]([O-:24])([O-])=O.[K+].[K+], predict the reaction product. The product is: [CH3:1][O:2][C:3]1[CH:4]=[CH:5][C:6]([CH2:7][N:8]2[C:12]3[N:13]([CH2:20][CH:3]4[CH2:4][CH2:5][CH2:21][O:24]4)[CH2:14][CH2:15][CH2:16][C:17](=[O:18])[C:11]=3[CH:10]=[N:9]2)=[CH:19][CH:20]=1. (6) Given the reactants [CH3:1][N:2]([CH3:32])[CH2:3][C:4]#[C:5][C:6]1[CH:11]=[CH:10][C:9]([S:12]([NH:15][CH2:16][C:17]2[CH:31]=[CH:30][C:20]([C:21]([NH:23][C:24]3[CH:25]=[N:26][CH:27]=[CH:28][CH:29]=3)=[O:22])=[CH:19][CH:18]=2)(=[O:14])=[O:13])=[CH:8][CH:7]=1, predict the reaction product. The product is: [CH3:32][N:2]([CH3:1])[CH2:3][CH2:4][CH2:5][C:6]1[CH:7]=[CH:8][C:9]([S:12]([NH:15][CH2:16][C:17]2[CH:31]=[CH:30][C:20]([C:21]([NH:23][C:24]3[CH:25]=[N:26][CH:27]=[CH:28][CH:29]=3)=[O:22])=[CH:19][CH:18]=2)(=[O:14])=[O:13])=[CH:10][CH:11]=1. (7) Given the reactants [CH2:1]([O:3][CH:4]1[CH2:6][CH:5]1[C:7]([O:9]CC)=[O:8])[CH3:2].[Li+].[OH-], predict the reaction product. The product is: [CH2:1]([O:3][CH:4]1[CH2:6][CH:5]1[C:7]([OH:9])=[O:8])[CH3:2]. (8) Given the reactants [CH3:1][S:2][CH2:3][CH2:4][O:5][C:6]1[CH:7]=[N:8][C:9]([NH:12]C(=O)CCCCC)=[N:10][CH:11]=1.C[O-].[Na+], predict the reaction product. The product is: [CH3:1][S:2][CH2:3][CH2:4][O:5][C:6]1[CH:11]=[N:10][C:9]([NH2:12])=[N:8][CH:7]=1.